From a dataset of Catalyst prediction with 721,799 reactions and 888 catalyst types from USPTO. Predict which catalyst facilitates the given reaction. (1) Product: [CH3:26][C:27]1[CH:28]=[CH:29][C:30]([S:33]([OH:36])(=[O:35])=[O:34])=[CH:31][CH:32]=1.[NH2:8][CH2:9][CH:10]1[CH2:15][CH2:14][N:13]([CH2:16][C:17]2([C:23]([OH:25])=[O:24])[CH2:22][CH2:21][O:20][CH2:19][CH2:18]2)[CH2:12][CH2:11]1. The catalyst class is: 41. Reactant: C(OC([NH:8][CH2:9][CH:10]1[CH2:15][CH2:14][N:13]([CH2:16][C:17]2([C:23]([OH:25])=[O:24])[CH2:22][CH2:21][O:20][CH2:19][CH2:18]2)[CH2:12][CH2:11]1)=O)(C)(C)C.[CH3:26][C:27]1[CH:28]=[CH:29][C:30]([S:33]([OH:36])(=[O:35])=[O:34])=[CH:31][CH:32]=1.O.CCN(CC)CC. (2) Reactant: C([Li])CCC.C(NC(C)C)(C)C.[Li+].CC([N-]C(C)C)C.[CH3:21][C:22]1[CH:27]=[N:26][CH:25]=[CH:24][N:23]=1.Br[CH2:29][C:30]([O:32][C:33](C)(C)[CH3:34])=[O:31]. Product: [CH2:33]([O:32][C:30](=[O:31])[CH2:29][CH2:21][C:22]1[CH:27]=[N:26][CH:25]=[CH:24][N:23]=1)[CH3:34]. The catalyst class is: 1. (3) Reactant: [OH-].[Na+].[Br:3][C:4]1[CH:13]=[C:12]([CH2:14][C:15]#[N:16])[CH:11]=[CH:10][C:5]=1[C:6]([O:8]C)=[O:7].OS([O-])(=O)=O.[K+]. Product: [Br:3][C:4]1[CH:13]=[C:12]([CH2:14][C:15]#[N:16])[CH:11]=[CH:10][C:5]=1[C:6]([OH:8])=[O:7]. The catalyst class is: 14. (4) Reactant: C(O[C:4]([Cl:6])=O)C.[CH2:7]([S:14][C:15]1[S:16][C:17](CN2CCOCC2)=[CH:18][N:19]=1)[C:8]1[CH:13]=[CH:12][CH:11]=[CH:10][CH:9]=1. Product: [CH2:7]([S:14][C:15]1[S:16][C:17]([CH2:4][Cl:6])=[CH:18][N:19]=1)[C:8]1[CH:9]=[CH:10][CH:11]=[CH:12][CH:13]=1. The catalyst class is: 7. (5) Product: [CH3:37][N:38]([C:43]1[CH:48]=[CH:47][CH:46]=[CH:45][CH:44]=1)[CH2:39][CH2:40][CH2:41][NH:18][C:16]([C:15]1[CH:14]=[C:13]2[C:9]([CH:10]=[N:11][N:12]2[CH2:19][CH:20]([CH3:22])[CH3:21])=[CH:8][C:7]=1[O:6][C:5]1[CH:23]=[CH:24][C:2]([F:1])=[CH:3][CH:4]=1)=[O:17]. The catalyst class is: 1. Reactant: [F:1][C:2]1[CH:24]=[CH:23][C:5]([O:6][C:7]2[CH:8]=[C:9]3[C:13](=[CH:14][C:15]=2[C:16]([NH2:18])=[O:17])[N:12]([CH2:19][CH:20]([CH3:22])[CH3:21])[N:11]=[CH:10]3)=[CH:4][CH:3]=1.C(N1C=CN=C1)(N1C=CN=C1)=O.[CH3:37][N:38]([C:43]1[CH:48]=[CH:47][CH:46]=[CH:45][CH:44]=1)[CH2:39][CH2:40][CH2:41]N. (6) Reactant: [C:1]([C:4]1[C:22](=[O:23])[C@@:8]2([CH3:24])[C:9]3[C:15]([OH:16])=[CH:14][C:13]([O:17][CH3:18])=[C:12]([C:19]([NH2:21])=[O:20])[C:10]=3[O:11][C:7]2=[CH:6][C:5]=1[OH:25])(=[O:3])[CH3:2].[CH3:26][C:27]1[CH:34]=[C:33]([F:35])[CH:32]=[C:31]([CH3:36])[C:28]=1[CH:29]=O.C([SiH](CC)CC)C.FC(F)(F)C(O)=O. Product: [C:1]([C:4]1[C:22](=[O:23])[C@@:8]2([CH3:24])[C:9]3[C:15]([OH:16])=[CH:14][C:13]([O:17][CH3:18])=[C:12]([C:19]([NH:21][CH2:29][C:28]4[C:27]([CH3:26])=[CH:34][C:33]([F:35])=[CH:32][C:31]=4[CH3:36])=[O:20])[C:10]=3[O:11][C:7]2=[CH:6][C:5]=1[OH:25])(=[O:3])[CH3:2]. The catalyst class is: 10.